Dataset: Catalyst prediction with 721,799 reactions and 888 catalyst types from USPTO. Task: Predict which catalyst facilitates the given reaction. Reactant: [F:1][C:2]1[CH:3]=[C:4]([CH2:9][C@H:10]([NH:25][C:26](=[O:44])[C:27]2[CH:32]=[CH:31][CH:30]=[C:29]([C:33](=[O:43])[N:34]([CH3:42])[CH2:35][C:36]3[S:37][CH:38]=[C:39]([CH3:41])[N:40]=3)[CH:28]=2)[C@@H:11]([C@H:13]2[CH2:17][CH2:16][CH2:15][N:14]2C(OC(C)(C)C)=O)[OH:12])[CH:5]=[C:6]([F:8])[CH:7]=1.Cl. Product: [F:8][C:6]1[CH:5]=[C:4]([CH2:9][C@H:10]([NH:25][C:26](=[O:44])[C:27]2[CH:32]=[CH:31][CH:30]=[C:29]([C:33]([N:34]([CH3:42])[CH2:35][C:36]3[S:37][CH:38]=[C:39]([CH3:41])[N:40]=3)=[O:43])[CH:28]=2)[C@H:11]([OH:12])[C@H:13]2[CH2:17][CH2:16][CH2:15][NH:14]2)[CH:3]=[C:2]([F:1])[CH:7]=1. The catalyst class is: 71.